Predict the reactants needed to synthesize the given product. From a dataset of Full USPTO retrosynthesis dataset with 1.9M reactions from patents (1976-2016). (1) Given the product [CH3:1][O:2][C:3]1[CH:4]=[CH:5][C:6]([CH:9]2[O:14][C@H:13]3[CH2:15][C@H:16]([NH2:18])[CH2:17][C@H:12]3[CH2:11][O:10]2)=[CH:7][CH:8]=1, predict the reactants needed to synthesize it. The reactants are: [CH3:1][O:2][C:3]1[CH:8]=[CH:7][C:6]([CH:9]2[O:14][C@H:13]3[CH2:15][C@H:16]([N:18]4C(=O)C5C(=CC=CC=5)C4=O)[CH2:17][C@H:12]3[CH2:11][O:10]2)=[CH:5][CH:4]=1.NN. (2) The reactants are: [C:1]([O:5][C:6](=[O:16])[NH:7][C:8]1[CH:13]=[CH:12][C:11](Br)=[C:10]([CH3:15])[CH:9]=1)([CH3:4])([CH3:3])[CH3:2].[C:17]([C:20]1[CH:21]=[C:22](B(O)O)[CH:23]=[CH:24][CH:25]=1)([OH:19])=[O:18].C(=O)([O-])[O-].[Cs+].[Cs+]. Given the product [C:1]([O:5][C:6]([NH:7][C:8]1[CH:13]=[CH:12][C:11]([C:24]2[CH:23]=[CH:22][CH:21]=[C:20]([C:17]([OH:19])=[O:18])[CH:25]=2)=[C:10]([CH3:15])[CH:9]=1)=[O:16])([CH3:4])([CH3:3])[CH3:2], predict the reactants needed to synthesize it. (3) The reactants are: [CH3:1][O:2][C:3]1[CH:8]=[CH:7][C:6]([C:9](=[O:13])[CH2:10][C:11]#[N:12])=[CH:5][CH:4]=1.[CH2:14]([N:16]([CH2:21][CH3:22])[C:17](=[O:20])[CH2:18]Cl)[CH3:15].[Na+].[I-].[OH-].[Na+]. Given the product [C:11]([CH:10]([C:9]([C:6]1[CH:5]=[CH:4][C:3]([O:2][CH3:1])=[CH:8][CH:7]=1)=[O:13])[CH2:18][C:17]([N:16]([CH2:21][CH3:22])[CH2:14][CH3:15])=[O:20])#[N:12], predict the reactants needed to synthesize it. (4) Given the product [S:2]([O-:6])([O-:5])(=[O:4])=[O:3].[NH4+:1].[NH4+:1].[S:2](=[O:4])(=[O:3])([OH:6])[OH:5], predict the reactants needed to synthesize it. The reactants are: [NH3:1].[S:2]([O-:6])([O-:5])(=[O:4])=[O:3].[NH4+].[NH4+]. (5) Given the product [Cl:46][Si:47]([CH3:49])([CH3:48])[CH:29]1[C:14]2[N:13]([CH3:12])[C:21]3[C:16]([C:15]=2[C:23]2[C:28]1=[CH:27][CH:26]=[CH:25][CH:24]=2)=[CH:17][C:18]([CH3:22])=[CH:19][CH:20]=3, predict the reactants needed to synthesize it. The reactants are: [Li]CCCC.CCCCCC.[CH3:12][N:13]1[C:21]2[C:16](=[CH:17][C:18]([CH3:22])=[CH:19][CH:20]=2)[C:15]2[C:23]3[C:28]([CH2:29][C:14]1=2)=[CH:27][CH:26]=[CH:25][CH:24]=3.N1C2C(C=CC3C=2C=C2C=3C=CC=C2)=CC=1.[Cl:46][Si:47](Cl)([CH3:49])[CH3:48]. (6) Given the product [Cl-:28].[Cl-:28].[N:1]1[CH:6]=[CH:5][CH:4]=[CH:3][C:2]=1[C:9]([C:8]1[C:7]2[C:21](=[CH:22][CH:12]=[CH:13][CH:14]=2)[CH:20]([Cr+2:31])[CH:19]=1)([CH3:24])[CH3:10], predict the reactants needed to synthesize it. The reactants are: [N:1]1[CH:6]=[CH:5][CH:4]=[CH:3][CH:2]=1.[CH2:7]([Li])[CH2:8][CH2:9][CH3:10].[CH3:12][CH2:13][CH2:14]CCC.O1[CH2:22][CH2:21][CH2:20][CH2:19]1.O1CCC[CH2:24]1.[Cl-:28].[Cl-].[Cl-].[Cr+3:31]. (7) Given the product [CH:18]1([CH2:17][N:16]2[C:2]3[C:3](=[CH:4][C:5]([N+:9]([O-:11])=[O:10])=[CH:6][C:7]=3[F:8])[CH2:12][C:13]2=[O:15])[CH2:20][CH2:19]1, predict the reactants needed to synthesize it. The reactants are: F[C:2]1[C:7]([F:8])=[CH:6][C:5]([N+:9]([O-:11])=[O:10])=[CH:4][C:3]=1[CH2:12][C:13]([OH:15])=O.[NH2:16][CH2:17][CH:18]1[CH2:20][CH2:19]1.Cl. (8) The reactants are: [O:1]=[C:2]1[NH:7][C:6](=[S:8])[N:5]([CH2:9][C:10]([OH:12])=[O:11])[C:4]2[CH2:13][CH2:14][CH2:15][C:3]1=2.[OH-].[K+].C([O-])([O-])=O.[K+].[K+].[F:24][C:25]1[CH:32]=[CH:31][C:28]([CH2:29]Cl)=[CH:27][CH:26]=1.C(O)=O. Given the product [F:24][C:25]1[CH:32]=[CH:31][C:28]([CH2:29][S:8][C:6]2[N:5]([CH2:9][C:10]([OH:12])=[O:11])[C:4]3[CH2:13][CH2:14][CH2:15][C:3]=3[C:2](=[O:1])[N:7]=2)=[CH:27][CH:26]=1, predict the reactants needed to synthesize it. (9) The reactants are: [SH-].[Na+].[CH3:3][C:4]1([CH3:13])[O:8][N:7]=[C:6]([S:9]([CH3:12])(=O)=O)[CH2:5]1.C(=O)([O-])[O-].[K+].[K+].C(S([O-])=O)O.[Na+].ClC[C:28]1[C:29]([O:38][CH3:39])=[N:30][CH:31]=[N:32][C:33]=1[C:34]([F:37])([F:36])[F:35]. Given the product [CH3:3][C:4]1([CH3:13])[O:8][N:7]=[C:6]([S:9][CH2:12][C:28]2[C:29]([O:38][CH3:39])=[N:30][CH:31]=[N:32][C:33]=2[C:34]([F:36])([F:37])[F:35])[CH2:5]1, predict the reactants needed to synthesize it. (10) Given the product [N:20]1([C:4]2[C:5]([C:16]([F:17])([F:18])[F:19])=[N:6][C:7]([CH:9]=[N:48][OH:49])=[N:8][CH:3]=2)[CH:24]=[N:23][CH:22]=[N:21]1, predict the reactants needed to synthesize it. The reactants are: C([C:3]1[N:8]=[C:7]([CH:9](OCC)OCC)[N:6]=[C:5]([C:16]([F:19])([F:18])[F:17])[C:4]=1[N:20]1[CH:24]=[N:23][CH:22]=[N:21]1)C.C(OC(OCC)C1N=C(C(F)(F)F)C(N2C=NC=N2)=CN=1)C.Cl.[NH2:48][OH:49].